From a dataset of Catalyst prediction with 721,799 reactions and 888 catalyst types from USPTO. Predict which catalyst facilitates the given reaction. (1) Reactant: [F:1][C:2]([F:14])([F:13])[O:3][C:4]1[CH:5]=[C:6]2[C:10](=[CH:11][CH:12]=1)[NH:9][CH:8]=[CH:7]2.[Cl-].C([Al+]CC)C.[C:21](Cl)(=[O:23])[CH3:22].C(O)(=O)CC(CC(O)=O)(C(O)=O)O. Product: [F:14][C:2]([F:1])([F:13])[O:3][C:4]1[CH:5]=[C:6]2[C:10](=[CH:11][CH:12]=1)[NH:9][CH:8]=[C:7]2[C:21](=[O:23])[CH3:22]. The catalyst class is: 2. (2) Reactant: [OH:1][C:2]1[CH:11]=[CH:10][C:5]([C:6]([O:8][CH3:9])=[O:7])=[CH:4][C:3]=1[C:12]([F:15])([F:14])[F:13].C(=O)([O-])[O-].[Cs+].[Cs+].Br[CH2:23][CH2:24][C:25]([F:28])([F:27])[F:26]. Product: [F:15][C:12]([F:13])([F:14])[C:3]1[CH:4]=[C:5]([CH:10]=[CH:11][C:2]=1[O:1][CH2:23][CH2:24][C:25]([F:28])([F:27])[F:26])[C:6]([O:8][CH3:9])=[O:7]. The catalyst class is: 3. (3) Reactant: [NH:1]1[C:9]2[C:4](=[CH:5][CH:6]=[CH:7][CH:8]=2)[C:3]([CH2:10][CH2:11][N:12]2[C:20](=[O:21])[C:19]3[C:14](=[CH:15][CH:16]=[CH:17][CH:18]=3)[C:13]2=[O:22])=[CH:2]1.CCN(CC)CC.C(OCl)(C)(C)C.[CH3:36][C:37]([CH3:49])=[CH:38][CH2:39]B1C2CCCC1CCC2. Product: [CH3:36][C:37]([C:2]1[NH:1][C:9]2[C:4]([C:3]=1[CH2:10][CH2:11][N:12]1[C:13](=[O:22])[C:14]3[C:19](=[CH:18][CH:17]=[CH:16][CH:15]=3)[C:20]1=[O:21])=[CH:5][CH:6]=[CH:7][CH:8]=2)([CH3:49])[CH:38]=[CH2:39]. The catalyst class is: 1. (4) Reactant: [CH2:1]([O:5][CH:6]([O:8][NH:9][C:10]([C:12]1[CH:13]=[N:14][C:15]([N:18]2[CH2:23][CH:22]3[CH:20]([CH:21]3[NH:24][CH2:25][C:26]3[CH:35]=[CH:34][C:33]4[C:28](=[CH:29][CH:30]=[CH:31][CH:32]=4)[CH:27]=3)[CH2:19]2)=[N:16][CH:17]=1)=[O:11])[CH3:7])[CH:2]([CH3:4])[CH3:3].[H-].[Na+].Br[CH2:39][CH2:40][N:41]([CH2:44][CH3:45])[CH2:42][CH3:43]. Product: [CH2:1]([O:5][CH:6]([O:8][NH:9][C:10]([C:12]1[CH:13]=[N:14][C:15]([N:18]2[CH2:19][CH:20]3[CH:22]([CH:21]3[N:24]([CH2:39][CH2:40][N:41]([CH2:44][CH3:45])[CH2:42][CH3:43])[CH2:25][C:26]3[CH:35]=[CH:34][C:33]4[C:28](=[CH:29][CH:30]=[CH:31][CH:32]=4)[CH:27]=3)[CH2:23]2)=[N:16][CH:17]=1)=[O:11])[CH3:7])[CH:2]([CH3:4])[CH3:3]. The catalyst class is: 3.